From a dataset of Catalyst prediction with 721,799 reactions and 888 catalyst types from USPTO. Predict which catalyst facilitates the given reaction. (1) Reactant: [Cl:1][C:2]1[C:12](I)=[CH:11][CH:10]=[C:9]([Si:14]([CH3:17])([CH3:16])[CH3:15])[C:3]=1[C:4]([NH:6][CH2:7][CH3:8])=[O:5].C(=O)([O-])[O-].[Na+].[Na+].[C:24]1(B(O)O)[CH:29]=[CH:28][CH:27]=[CH:26][CH:25]=1. Product: [Cl:1][C:2]1[C:12]([C:24]2[CH:29]=[CH:28][CH:27]=[CH:26][CH:25]=2)=[CH:11][CH:10]=[C:9]([Si:14]([CH3:17])([CH3:16])[CH3:15])[C:3]=1[C:4]([NH:6][CH2:7][CH3:8])=[O:5]. The catalyst class is: 308. (2) Reactant: [NH3:1].[CH3:2][O:3][C:4]1[CH:21]=[CH:20][C:7]([CH2:8][N:9]2[C:14](=[O:15])[CH2:13][CH2:12][CH:11]([C:16](OC)=[O:17])[CH2:10]2)=[CH:6][CH:5]=1. Product: [CH3:2][O:3][C:4]1[CH:21]=[CH:20][C:7]([CH2:8][N:9]2[C:14](=[O:15])[CH2:13][CH2:12][CH:11]([C:16]([NH2:1])=[O:17])[CH2:10]2)=[CH:6][CH:5]=1. The catalyst class is: 5.